From a dataset of Catalyst prediction with 721,799 reactions and 888 catalyst types from USPTO. Predict which catalyst facilitates the given reaction. (1) Product: [Br:1][CH2:41][C:35]1[N:36]=[C:37]2[C:32](=[N:33][CH:34]=1)[N:31]=[C:30]([NH2:29])[N:39]=[C:38]2[NH2:40]. Reactant: [Br:1]P(Br)(C1C=CC=CC=1)(C1C=CC=CC=1)C1C=CC=CC=1.CN(C)C(=O)C.Br.[NH2:29][C:30]1[N:39]=[C:38]([NH2:40])[C:37]2[C:32](=[N:33][CH:34]=[C:35]([CH2:41]O)[N:36]=2)[N:31]=1.C1C=CC=CC=1. The catalyst class is: 28. (2) Reactant: [C:1]([O:5][C:6]([NH:8][C:9]1[N:14]=[C:13]([C:15](OCC)=[O:16])[CH:12]=[CH:11][CH:10]=1)=[O:7])([CH3:4])([CH3:3])[CH3:2].[H-].C([Al+]CC(C)C)C(C)C.CO.C(C(C(C([O-])=O)O)O)([O-])=O.[Na+].[K+]. Product: [CH:15]([C:13]1[N:14]=[C:9]([NH:8][C:6](=[O:7])[O:5][C:1]([CH3:3])([CH3:2])[CH3:4])[CH:10]=[CH:11][CH:12]=1)=[O:16]. The catalyst class is: 2.